This data is from Forward reaction prediction with 1.9M reactions from USPTO patents (1976-2016). The task is: Predict the product of the given reaction. (1) The product is: [CH3:1][O:2][C:3]1[CH:8]=[CH:7][C:6]([C:9]([CH3:18])([CH2:13][CH2:14][CH:15]([CH3:17])[CH3:16])[C:10]([Cl:22])=[O:11])=[CH:5][CH:4]=1. Given the reactants [CH3:1][O:2][C:3]1[CH:8]=[CH:7][C:6]([C:9]([CH3:18])([CH2:13][CH2:14][CH:15]([CH3:17])[CH3:16])[C:10](O)=[O:11])=[CH:5][CH:4]=1.C(Cl)(=O)C([Cl:22])=O.CN(C)C=O, predict the reaction product. (2) Given the reactants [Br:1][C:2]1[CH:7]=[CH:6][N:5]2[C:8]([C:11]([O:13]CC)=O)=[CH:9][N:10]=[C:4]2[CH:3]=1.[CH:16]1([C:19]2[C:27]3[C:26]([NH2:28])=[CH:25][CH:24]=[CH:23][C:22]=3[N:21]([CH2:29][C:30]3[CH:35]=[CH:34][CH:33]=[C:32]([CH3:36])[N:31]=3)[N:20]=2)[CH2:18][CH2:17]1.C[Si]([N-][Si](C)(C)C)(C)C.[Li+].[Cl-].[NH4+], predict the reaction product. The product is: [Br:1][C:2]1[CH:7]=[CH:6][N:5]2[C:8]([C:11]([NH:28][C:26]3[CH:25]=[CH:24][CH:23]=[C:22]4[C:27]=3[C:19]([CH:16]3[CH2:18][CH2:17]3)=[N:20][N:21]4[CH2:29][C:30]3[CH:35]=[CH:34][CH:33]=[C:32]([CH3:36])[N:31]=3)=[O:13])=[CH:9][N:10]=[C:4]2[CH:3]=1. (3) The product is: [CH3:21][C:22]1[CH:29]=[CH:28][CH:27]=[C:26]([CH3:30])[C:23]=1[CH2:24][O:1][C:2]1[CH:3]=[C:4]([CH:10]=[CH:11][C:12]=1[O:13][CH3:14])[C:5]([O:7][CH2:8][CH3:9])=[O:6]. Given the reactants [OH:1][C:2]1[CH:3]=[C:4]([CH:10]=[CH:11][C:12]=1[O:13][CH3:14])[C:5]([O:7][CH2:8][CH3:9])=[O:6].C([O-])([O-])=O.[K+].[K+].[CH3:21][C:22]1[CH:29]=[CH:28][CH:27]=[C:26]([CH3:30])[C:23]=1[CH2:24]Cl, predict the reaction product. (4) Given the reactants [Br:1][C:2]1[CH:3]=[C:4]([C:31]([NH:33][CH2:34][CH2:35][CH2:36][CH2:37][CH2:38][CH2:39][CH2:40][CH2:41][C:42]2C=C[CH:45]=[CH:44][CH:43]=2)=[O:32])[CH:5]=[C:6]([C:21]2[CH:26]=[CH:25][CH:24]=[C:23]([C:27]([F:30])([F:29])[F:28])[CH:22]=2)[C:7]=1[O:8][CH2:9][CH2:10][NH:11][C:12]([NH:14]C(=O)C(Cl)(Cl)Cl)=[O:13].[OH-].[Na+], predict the reaction product. The product is: [CH2:34]([NH:33][C:31]([C:4]1[CH:5]=[C:6]([C:21]2[CH:26]=[CH:25][CH:24]=[C:23]([C:27]([F:30])([F:28])[F:29])[CH:22]=2)[C:7]([O:8][CH2:9][CH2:10][NH:11][C:12]([NH2:14])=[O:13])=[C:2]([Br:1])[CH:3]=1)=[O:32])[CH2:35][CH2:36][CH2:37][CH2:38][CH2:39][CH2:40][CH2:41][CH2:42][CH2:43][CH2:44][CH3:45].